From a dataset of Full USPTO retrosynthesis dataset with 1.9M reactions from patents (1976-2016). Predict the reactants needed to synthesize the given product. (1) Given the product [F:43][C:34]1[C:35]([F:42])=[C:36]([F:41])[C:37]([F:40])=[C:38]([F:39])[C:33]=1[O:32][S:29]([C:23]1[CH:24]=[C:25]2[C:20](=[CH:21][CH:22]=1)[C:19]([CH:2]1[CH2:3][CH2:4][CH2:5][N:1]1[C:6]([O:8][C:9]([CH3:12])([CH3:11])[CH3:10])=[O:7])=[CH:28][CH:27]=[CH:26]2)(=[O:31])=[O:30], predict the reactants needed to synthesize it. The reactants are: [N:1]1([C:6]([O:8][C:9]([CH3:12])([CH3:11])[CH3:10])=[O:7])[CH2:5][CH2:4][CH2:3][CH2:2]1.C([Li])(CC)C.Br[C:19]1[CH:28]=[CH:27][CH:26]=[C:25]2[C:20]=1[CH:21]=[CH:22][C:23]([S:29]([O:32][C:33]1[C:38]([F:39])=[C:37]([F:40])[C:36]([F:41])=[C:35]([F:42])[C:34]=1[F:43])(=[O:31])=[O:30])=[CH:24]2.F[B-](F)(F)F.C([PH+](C(C)(C)C)C(C)(C)C)(C)(C)C.[OH-].[NH4+]. (2) Given the product [CH:28]1([CH2:33][CH:34]([C:38]2[CH:43]=[CH:42][C:41]([C:44]([F:45])([F:47])[F:46])=[C:40]([F:48])[CH:39]=2)[C:35]([NH:49][C:50]2[S:51][CH:52]=[CH:53][N:54]=2)=[O:37])[CH2:29][CH2:30][CH2:31][CH2:32]1, predict the reactants needed to synthesize it. The reactants are: C1(P(C2C=CC=CC=2)C2C=CC=CC=2)C=CC=CC=1.BrN1C(=O)CCC1=O.[CH:28]1([CH2:33][CH:34]([C:38]2[CH:43]=[CH:42][C:41]([C:44]([F:47])([F:46])[F:45])=[C:40]([F:48])[CH:39]=2)[C:35]([OH:37])=O)[CH2:32][CH2:31][CH2:30][CH2:29]1.[NH2:49][C:50]1[S:51][CH:52]=[CH:53][N:54]=1. (3) The reactants are: [Br:1][C:2]1[C:17]([CH3:18])=[CH:16][C:5]2[N:6]([CH:10]3[CH2:15][CH2:14][NH:13][CH2:12][CH2:11]3)[C:7](=[O:9])[NH:8][C:4]=2[CH:3]=1.[O:19]1[CH2:24][CH2:23][C:22](=O)[CH2:21][CH2:20]1.C(O[BH-](OC(=O)C)OC(=O)C)(=O)C.[Na+].C(N(CC)CC)C. Given the product [Br:1][C:2]1[C:17]([CH3:18])=[CH:16][C:5]2[N:6]([CH:10]3[CH2:11][CH2:12][N:13]([CH:22]4[CH2:23][CH2:24][O:19][CH2:20][CH2:21]4)[CH2:14][CH2:15]3)[C:7](=[O:9])[NH:8][C:4]=2[CH:3]=1, predict the reactants needed to synthesize it. (4) Given the product [F:29][C:27]1([F:30])[CH2:28][C@@H:26]1[CH2:25][O:1][C:2]1[CH:3]=[CH:4][C:5]([C:6]([O:8][CH3:9])=[O:7])=[CH:10][CH:11]=1, predict the reactants needed to synthesize it. The reactants are: [OH:1][C:2]1[CH:11]=[CH:10][C:5]([C:6]([O:8][CH3:9])=[O:7])=[CH:4][CH:3]=1.[N+](C1C=CC(S(O[CH2:25][C@H:26]2[CH2:28][C:27]2([F:30])[F:29])(=O)=O)=CC=1)([O-])=O. (5) The reactants are: Br[C:2]1[CH2:11][CH2:10][C:9]2[C:4](=[CH:5][CH:6]=[C:7]([Br:12])[CH:8]=2)[C:3]=1[CH:13]=O.[F:15][C:16]([F:27])([F:26])[O:17][C:18]1[CH:23]=[CH:22][C:21]([NH:24][NH2:25])=[CH:20][CH:19]=1. Given the product [Br:12][C:7]1[CH:6]=[CH:5][C:4]2[C:3]3[CH:13]=[N:25][N:24]([C:21]4[CH:22]=[CH:23][C:18]([O:17][C:16]([F:15])([F:27])[F:26])=[CH:19][CH:20]=4)[C:2]=3[CH2:11][CH2:10][C:9]=2[CH:8]=1, predict the reactants needed to synthesize it. (6) Given the product [CH2:1]([O:3][C:4]([C:6]1([C:9]2[CH:10]=[CH:11][C:12]([C:15]3[CH:16]=[CH:17][C:18]([C:21]4[S:22][C:23]([F:29])=[CH:36][C:35]=4[NH:32][C:33]([O:62][CH:60]([C:59]4[CH:58]=[CH:57][S:56][C:55]=4[CH3:54])[CH3:61])=[O:44])=[CH:19][CH:20]=3)=[CH:13][CH:14]=2)[CH2:8][CH2:7]1)=[O:5])[CH3:2], predict the reactants needed to synthesize it. The reactants are: [CH2:1]([O:3][C:4]([C:6]1([C:9]2[CH:14]=[CH:13][C:12]([C:15]3[CH:20]=[CH:19][C:18]([C:21]4[S:22][C:23]([F:29])=CC=4C(O)=O)=[CH:17][CH:16]=3)=[CH:11][CH:10]=2)[CH2:8][CH2:7]1)=[O:5])[CH3:2].C([N:32]([CH2:35][CH3:36])[CH2:33]C)C.C1(P(N=[N+]=[N-])(C2C=CC=CC=2)=[O:44])C=CC=CC=1.[CH3:54][C:55]1[S:56][CH:57]=[CH:58][C:59]=1[CH:60]([OH:62])[CH3:61].